Dataset: Blood-brain barrier permeability classification from the B3DB database. Task: Regression/Classification. Given a drug SMILES string, predict its absorption, distribution, metabolism, or excretion properties. Task type varies by dataset: regression for continuous measurements (e.g., permeability, clearance, half-life) or binary classification for categorical outcomes (e.g., BBB penetration, CYP inhibition). Dataset: b3db_classification. (1) The molecule is CCN(CC)C(=O)C1CN2CCc3cc(OC)c(OC)cc3C2CC1OC(C)=O. The result is 1 (penetrates BBB). (2) The molecule is CC[C@H](OC(C)=O)C(C[C@@H](C)N(C)C)(c1ccccc1)c1ccccc1. The result is 1 (penetrates BBB). (3) The molecule is [N-]=[N+]=NCC(=O)NC(CO)C(O)c1ccc([N+](=O)[O-])cc1. The result is 1 (penetrates BBB).